From a dataset of NCI-60 drug combinations with 297,098 pairs across 59 cell lines. Regression. Given two drug SMILES strings and cell line genomic features, predict the synergy score measuring deviation from expected non-interaction effect. (1) Drug 1: CC1=C2C(C(=O)C3(C(CC4C(C3C(C(C2(C)C)(CC1OC(=O)C(C(C5=CC=CC=C5)NC(=O)OC(C)(C)C)O)O)OC(=O)C6=CC=CC=C6)(CO4)OC(=O)C)OC)C)OC. Drug 2: CC1CCC2CC(C(=CC=CC=CC(CC(C(=O)C(C(C(=CC(C(=O)CC(OC(=O)C3CCCCN3C(=O)C(=O)C1(O2)O)C(C)CC4CCC(C(C4)OC)O)C)C)O)OC)C)C)C)OC. Cell line: HT29. Synergy scores: CSS=92.3, Synergy_ZIP=26.9, Synergy_Bliss=21.6, Synergy_Loewe=19.6, Synergy_HSA=25.0. (2) Drug 1: C1=C(C(=O)NC(=O)N1)F. Drug 2: CC1CCCC2(C(O2)CC(NC(=O)CC(C(C(=O)C(C1O)C)(C)C)O)C(=CC3=CSC(=N3)C)C)C. Cell line: IGROV1. Synergy scores: CSS=38.6, Synergy_ZIP=5.95, Synergy_Bliss=11.0, Synergy_Loewe=10.2, Synergy_HSA=10.3. (3) Drug 1: COC1=CC(=CC(=C1O)OC)C2C3C(COC3=O)C(C4=CC5=C(C=C24)OCO5)OC6C(C(C7C(O6)COC(O7)C8=CC=CS8)O)O. Drug 2: CN(C)N=NC1=C(NC=N1)C(=O)N. Cell line: T-47D. Synergy scores: CSS=31.5, Synergy_ZIP=-9.97, Synergy_Bliss=-1.05, Synergy_Loewe=-47.9, Synergy_HSA=-0.874. (4) Drug 1: C1=CN(C(=O)N=C1N)C2C(C(C(O2)CO)O)O.Cl. Drug 2: CC1=C2C(C(=O)C3(C(CC4C(C3C(C(C2(C)C)(CC1OC(=O)C(C(C5=CC=CC=C5)NC(=O)OC(C)(C)C)O)O)OC(=O)C6=CC=CC=C6)(CO4)OC(=O)C)O)C)O. Cell line: OVCAR-5. Synergy scores: CSS=27.2, Synergy_ZIP=-1.28, Synergy_Bliss=-1.60, Synergy_Loewe=-3.76, Synergy_HSA=0.312.